Dataset: Catalyst prediction with 721,799 reactions and 888 catalyst types from USPTO. Task: Predict which catalyst facilitates the given reaction. (1) Reactant: CCN(CC)CC.[C:8]1([N:14]=[C:15]=[O:16])[CH:13]=[CH:12][CH:11]=[CH:10][CH:9]=1.[NH2:17][C:18]1[CH:23]=[CH:22][C:21]([C:24]2[N:25]=[C:26]3[C:32]4[CH:33]=[CH:34][CH:35]=[CH:36][C:31]=4[NH:30][C:29]4[N:37]=[CH:38][CH:39]=[CH:40][C:28]=4[N:27]3[C:41]=2[C:42]2[CH:47]=[CH:46][C:45]([C:48]3([NH:52][C:53](=[O:59])[O:54][C:55]([CH3:58])([CH3:57])[CH3:56])[CH2:51][CH2:50][CH2:49]3)=[CH:44][CH:43]=2)=[CH:20][CH:19]=1. Product: [NH:14]([C:15]([NH:17][C:18]1[CH:19]=[CH:20][C:21]([C:24]2[N:25]=[C:26]3[C:32]4[CH:33]=[CH:34][CH:35]=[CH:36][C:31]=4[NH:30][C:29]4[N:37]=[CH:38][CH:39]=[CH:40][C:28]=4[N:27]3[C:41]=2[C:42]2[CH:47]=[CH:46][C:45]([C:48]3([NH:52][C:53](=[O:59])[O:54][C:55]([CH3:57])([CH3:56])[CH3:58])[CH2:49][CH2:50][CH2:51]3)=[CH:44][CH:43]=2)=[CH:22][CH:23]=1)=[O:16])[C:8]1[CH:13]=[CH:12][CH:11]=[CH:10][CH:9]=1. The catalyst class is: 326. (2) Reactant: [NH:1]1[C:5]([CH2:6][NH2:7])=[N:4][N:3]=[N:2]1.[OH-].[Na+].[C:10]([O:14][C:15](O[C:15]([O:14][C:10]([CH3:13])([CH3:12])[CH3:11])=[O:16])=[O:16])([CH3:13])([CH3:12])[CH3:11]. Product: [NH:1]1[C:5]([CH2:6][NH:7][C:15](=[O:16])[O:14][C:10]([CH3:13])([CH3:12])[CH3:11])=[N:4][N:3]=[N:2]1. The catalyst class is: 72. (3) Reactant: [CH2:1]([O:8][C:9]1[CH:14]=[CH:13][C:12]([CH2:15][CH:16](Cl)[C:17]([O:19][CH3:20])=[O:18])=[CH:11][CH:10]=1)[C:2]1[CH:7]=[CH:6][CH:5]=[CH:4][CH:3]=1.[O:22]=[S:23]1(=[O:33])[C:27]2[CH:28]=[CH:29][CH:30]=[CH:31][C:26]=2[C:25](=[S:32])[NH:24]1.[OH-].[Na+]. Product: [O:33]=[S:23]1(=[O:22])[C:27]2[CH:28]=[CH:29][CH:30]=[CH:31][C:26]=2[C:25]([S:32][CH:16]([CH2:15][C:12]2[CH:13]=[CH:14][C:9]([O:8][CH2:1][C:2]3[CH:7]=[CH:6][CH:5]=[CH:4][CH:3]=3)=[CH:10][CH:11]=2)[C:17]([O:19][CH3:20])=[O:18])=[N:24]1. The catalyst class is: 5. (4) Reactant: [C:1]([Si:5]([CH3:20])([CH3:19])[O:6][CH2:7][CH2:8][O:9][C:10]1[CH:15]=[CH:14][C:13]([N+:16]([O-])=O)=[CH:12][CH:11]=1)([CH3:4])([CH3:3])[CH3:2]. Product: [Si:5]([O:6][CH2:7][CH2:8][O:9][C:10]1[CH:15]=[CH:14][C:13]([NH2:16])=[CH:12][CH:11]=1)([C:1]([CH3:4])([CH3:3])[CH3:2])([CH3:20])[CH3:19]. The catalyst class is: 19. (5) Reactant: Br[CH2:2][CH:3]=[C:4]([CH3:6])[CH3:5].C(=O)([O-])[O-].[K+].[K+].[CH3:13][C:14]1[CH:19]=[CH:18][C:17]([CH3:20])=[CH:16][C:15]=1[SH:21]. Product: [CH3:5][C:4](=[CH:3][CH2:2][S:21][C:15]1[CH:16]=[C:17]([CH3:20])[CH:18]=[CH:19][C:14]=1[CH3:13])[CH3:6]. The catalyst class is: 21. (6) Product: [C:4]([C:6]1[CH:15]=[CH:14][C:9]([C:10]([NH:2][NH2:3])=[O:11])=[CH:8][CH:7]=1)#[N:5]. Reactant: O.[NH2:2][NH2:3].[C:4]([C:6]1[CH:15]=[CH:14][C:9]([C:10](OC)=[O:11])=[CH:8][CH:7]=1)#[N:5]. The catalyst class is: 14. (7) Reactant: Cl[C:2]1[C:11](=[O:12])[N:6]2[CH2:7][CH2:8][CH2:9][CH2:10][N:5]2[C:4](=[O:13])[C:3]=1Cl.[C:15](/[C:17](/[S-:22])=[C:18](\[C:20]#[N:21])/[S-:19])#[N:16].[Na+].[Na+].O. Product: [O:12]=[C:11]1[C:2]2[S:19][C:18]([C:20]#[N:21])=[C:17]([C:15]#[N:16])[S:22][C:3]=2[C:4](=[O:13])[N:5]2[CH2:10][CH2:9][CH2:8][CH2:7][N:6]12. The catalyst class is: 7. (8) Reactant: [Cl:1][C:2]1[CH:3]=[C:4]([F:9])[C:5](F)=[N:6][CH:7]=1.[NH2:10][NH2:11]. Product: [Cl:1][C:2]1[CH:3]=[C:4]([F:9])[C:5]([NH:10][NH2:11])=[N:6][CH:7]=1. The catalyst class is: 41. (9) Reactant: Cl.[CH:2]1[C:15]2[C:14](=[C:16]3[CH2:21][CH2:20][N:19]([C:22](=[O:25])[CH2:23][NH2:24])[CH2:18][CH2:17]3)[C:13]3[C:8](=[CH:9][CH:10]=[CH:11][CH:12]=3)[S:7][C:6]=2[CH:5]=[CH:4][CH:3]=1.C(N(CC)CC)C.Cl[C:34]([O:36][CH2:37][CH3:38])=[O:35]. Product: [O:25]=[C:22]([N:19]1[CH2:20][CH2:21][C:16](=[C:14]2[C:13]3[CH:12]=[CH:11][CH:10]=[CH:9][C:8]=3[S:7][C:6]3[C:15]2=[CH:2][CH:3]=[CH:4][CH:5]=3)[CH2:17][CH2:18]1)[CH2:23][NH:24][C:34](=[O:35])[O:36][CH2:37][CH3:38]. The catalyst class is: 576. (10) Reactant: [CH:1]1([CH2:7][CH:8]([CH2:12][C:13]([N:15]2[CH2:20][CH2:19][O:18][CH2:17][CH2:16]2)=[O:14])[C:9]([OH:11])=O)[CH2:6][CH2:5][CH2:4][CH2:3][CH2:2]1.OC(C(F)(F)F)=O.[NH2:28][CH:29]([CH2:43][CH3:44])[CH:30]([C:32]1[O:33][C:34]([C:37]2[CH:42]=[CH:41]C=CC=2)=N[N:36]=1)[OH:31].C1C=CC2N(O)N=[N:51][C:49]=2C=1.C(Cl)CCl.CN1CCOCC1. Product: [CH:1]1([CH2:7][CH:8]([CH2:12][C:13]([N:15]2[CH2:20][CH2:19][O:18][CH2:17][CH2:16]2)=[O:14])[C:9]([NH:28][CH:29]([CH:30]([OH:31])[C:32]2[O:33][C:34]3[C:49]([N:36]=2)=[N:51][CH:41]=[CH:42][CH:37]=3)[CH2:43][CH3:44])=[O:11])[CH2:2][CH2:3][CH2:4][CH2:5][CH2:6]1. The catalyst class is: 2.